From a dataset of Catalyst prediction with 721,799 reactions and 888 catalyst types from USPTO. Predict which catalyst facilitates the given reaction. (1) The catalyst class is: 70. Product: [CH2:12]([S:9]([CH2:8][C:6]1[CH:5]=[CH:4][C:3]([O:14][CH2:15][C:16]([F:19])([F:18])[F:17])=[C:2]([C:29]2[C:28]3[C:23](=[CH:24][CH:25]=[CH:26][CH:27]=3)[C:22](=[O:40])[N:21]([CH3:20])[CH:30]=2)[CH:7]=1)(=[O:11])=[O:10])[CH3:13]. Reactant: Br[C:2]1[CH:7]=[C:6]([CH2:8][S:9]([CH2:12][CH3:13])(=[O:11])=[O:10])[CH:5]=[CH:4][C:3]=1[O:14][CH2:15][C:16]([F:19])([F:18])[F:17].[CH3:20][N:21]1[CH:30]=[C:29](B2OC(C)(C)C(C)(C)O2)[C:28]2[C:23](=[CH:24][CH:25]=[CH:26][CH:27]=2)[C:22]1=[O:40].C([O-])([O-])=O.[Na+].[Na+]. (2) Reactant: [CH3:1][O:2][C:3](=[O:34])[C:4]1[CH:9]=[C:8]([NH:10][C:11]2[CH:16]=[CH:15][CH:14]=[CH:13][CH:12]=2)[CH:7]=[C:6]([C:17](=[O:33])[C:18]2[CH:23]=[CH:22][C:21]([N:24]([C:26]3[CH:31]=[CH:30][C:29]([Cl:32])=[CH:28][CH:27]=3)[CH3:25])=[CH:20][N:19]=2)[CH:5]=1.[C:35](Cl)(=[O:37])[CH3:36].Cl. Product: [CH3:1][O:2][C:3](=[O:34])[C:4]1[CH:9]=[C:8]([N:10]([C:11]2[CH:16]=[CH:15][CH:14]=[CH:13][CH:12]=2)[C:35](=[O:37])[CH3:36])[CH:7]=[C:6]([C:17](=[O:33])[C:18]2[CH:23]=[CH:22][C:21]([N:24]([C:26]3[CH:27]=[CH:28][C:29]([Cl:32])=[CH:30][CH:31]=3)[CH3:25])=[CH:20][N:19]=2)[CH:5]=1. The catalyst class is: 11.